Dataset: Forward reaction prediction with 1.9M reactions from USPTO patents (1976-2016). Task: Predict the product of the given reaction. (1) Given the reactants [C:1]([C@@H:4]([NH:12][C:13](=[O:22])[O:14]CC1C=CN=CC=1)[CH2:5][C:6]1[CH:11]=[CH:10][CH:9]=[CH:8][CH:7]=1)([OH:3])=O.CC[N:25]([CH:29]([CH3:31])C)[CH:26]([CH3:28])C.CN(C(ON1N=N[C:42]2C=CC=C[C:41]1=2)=[N+](C)C)C.[B-](F)(F)(F)F.[CH2:54]([NH2:60])[C@H:55]1[O:59][CH2:58][CH2:57][CH2:56]1.[ClH:61].CCOCC, predict the reaction product. The product is: [ClH:61].[N:25]1[CH:26]=[CH:28][C:41]([CH2:42][N:12]([C@@H:4]([CH2:5][C:6]2[CH:7]=[CH:8][CH:9]=[CH:10][CH:11]=2)[C:1](=[O:3])[NH:60][CH2:54][C@@H:55]2[CH2:56][CH2:57][CH2:58][O:59]2)[C:13](=[O:22])[OH:14])=[CH:31][CH:29]=1. (2) Given the reactants [Cl:1][C:2]1[CH:3]=[CH:4][C:5]2[N:11]3[C:12]([C:15]([F:18])([F:17])[F:16])=[N:13][N:14]=[C:10]3[C@H:9]([CH2:19][C:20]([O:22]C)=[O:21])[S:8][C@@H:7]([C:24]3[CH:29]=[CH:28][CH:27]=[C:26]([O:30][CH3:31])[C:25]=3[O:32][CH3:33])[C:6]=2[CH:34]=1.O.Cl.C(OCC)(=O)C, predict the reaction product. The product is: [Cl:1][C:2]1[CH:3]=[CH:4][C:5]2[N:11]3[C:12]([C:15]([F:18])([F:17])[F:16])=[N:13][N:14]=[C:10]3[C@H:9]([CH2:19][C:20]([OH:22])=[O:21])[S:8][C@@H:7]([C:24]3[CH:29]=[CH:28][CH:27]=[C:26]([O:30][CH3:31])[C:25]=3[O:32][CH3:33])[C:6]=2[CH:34]=1. (3) Given the reactants [C:1]([OH:6])(=[O:5])[C@H:2]([CH3:4])[OH:3].[C:7]([OH:12])(=[O:11])[C@@H:8]([CH3:10])[OH:9].[CH2:13]([OH:18])[CH2:14][CH2:15][CH2:16][OH:17].[Sn+2], predict the reaction product. The product is: [C:1]([OH:6])(=[O:5])[C@@H:2]([CH3:4])[OH:3].[C:7]([OH:12])(=[O:11])[C@H:8]([CH3:10])[OH:9].[CH2:13]([OH:18])[CH2:14][CH2:15][CH2:16][OH:17]. (4) Given the reactants OS(O)(=O)=O.O=P12OP3(OP(OP(O3)(O1)=O)(=O)O2)=O.[F:20][C:21]1[CH:26]=[CH:25][CH:24]=[CH:23][C:22]=1[C:27]([CH3:42])([CH3:41])[C:28]([CH:30]([C:36]([O:38][CH2:39][CH3:40])=[O:37])[C:31]([O:33]CC)=O)=[O:29], predict the reaction product. The product is: [F:20][C:21]1[CH:26]=[CH:25][CH:24]=[C:23]2[C:22]=1[C:27]([CH3:42])([CH3:41])[C:28](=[O:29])[C:30]([C:36]([O:38][CH2:39][CH3:40])=[O:37])=[C:31]2[OH:33]. (5) Given the reactants CC1N=C(NS(C2C=CC(C3C=CC(Cl)=CC=3)=CC=2)(=O)=O)C=CC=1.Br[C:26]1[CH:31]=[CH:30][C:29]([S:32]([NH:35][C:36]2[CH:41]=[CH:40][CH:39]=[C:38]([CH3:42])[N:37]=2)(=[O:34])=[O:33])=[C:28]([O:43][CH3:44])[CH:27]=1.[C:45]([C:47]1[CH:52]=[CH:51][C:50](B(O)O)=[CH:49][CH:48]=1)#[N:46], predict the reaction product. The product is: [CH3:42][C:38]1[N:37]=[C:36]([NH:35][S:32]([C:29]2[CH:30]=[CH:31][C:26]([C:50]3[CH:51]=[CH:52][C:47]([C:45]#[N:46])=[CH:48][CH:49]=3)=[CH:27][C:28]=2[O:43][CH3:44])(=[O:34])=[O:33])[CH:41]=[CH:40][CH:39]=1.